From a dataset of Forward reaction prediction with 1.9M reactions from USPTO patents (1976-2016). Predict the product of the given reaction. (1) Given the reactants [CH2:1]([N:8]1[CH2:13][CH2:12][CH2:11][CH2:10][CH:9]1[CH2:14][OH:15])[C:2]1[CH:7]=[CH:6][CH:5]=[CH:4][CH:3]=1.[CH3:16][S:17](Cl)(=[O:19])=[O:18].C(N(CC)CC)C.O, predict the reaction product. The product is: [CH3:16][S:17]([O:15][CH2:14][CH:9]1[CH2:10][CH2:11][CH2:12][CH2:13][N:8]1[CH2:1][C:2]1[CH:7]=[CH:6][CH:5]=[CH:4][CH:3]=1)(=[O:19])=[O:18]. (2) Given the reactants Cl[C:2]1[N:3]([CH2:25][CH:26]2[CH2:28][CH2:27]2)[C:4]2[C:9]([N:10]=1)=[C:8]([N:11]1[CH2:16][CH2:15][O:14][CH2:13][CH2:12]1)[N:7]=[C:6]([C:17]1[C:18]([CH3:24])=[N:19][C:20]([NH2:23])=[N:21][CH:22]=1)[N:5]=2.[CH2:29]([NH2:32])[CH2:30][NH2:31].C(N(CC)CC)C.[S:40](Cl)([CH3:43])(=[O:42])=[O:41], predict the reaction product. The product is: [NH2:23][C:20]1[N:19]=[C:18]([CH3:24])[C:17]([C:6]2[N:5]=[C:4]3[C:9]([N:10]=[C:2]([NH:31][CH2:30][CH2:29][NH:32][S:40]([CH3:43])(=[O:42])=[O:41])[N:3]3[CH2:25][CH:26]3[CH2:28][CH2:27]3)=[C:8]([N:11]3[CH2:16][CH2:15][O:14][CH2:13][CH2:12]3)[N:7]=2)=[CH:22][N:21]=1. (3) Given the reactants C([O-])(=O)C.[Na+].[Br:6]Br.[CH3:8][O:9][C:10]1[N:17]=[CH:16][CH:15]=[CH:14][C:11]=1[C:12]#[N:13], predict the reaction product. The product is: [Br:6][C:15]1[CH:16]=[N:17][C:10]([O:9][CH3:8])=[C:11]([CH:14]=1)[C:12]#[N:13]. (4) Given the reactants [N+:1]([C:4]1[CH:5]=[CH:6][C:7]([N:10]2[CH2:15][CH2:14][CH:13]([CH2:16][C:17]([O:19][CH3:20])=[O:18])[CH2:12][CH2:11]2)=[N:8][CH:9]=1)([O-])=O, predict the reaction product. The product is: [NH2:1][C:4]1[CH:5]=[CH:6][C:7]([N:10]2[CH2:15][CH2:14][CH:13]([CH2:16][C:17]([O:19][CH3:20])=[O:18])[CH2:12][CH2:11]2)=[N:8][CH:9]=1. (5) Given the reactants [CH2:1]([O:8][C:9](=[O:19])[NH:10][C:11]1[C:12](=[O:18])[N:13]([OH:17])[CH:14]=[CH:15][CH:16]=1)[C:2]1[CH:7]=[CH:6][CH:5]=[CH:4][CH:3]=1.C([O-])([O-])=O.[K+].[K+].[CH2:26](Br)[C:27]1[CH:32]=[CH:31][CH:30]=[CH:29][CH:28]=1, predict the reaction product. The product is: [CH2:1]([O:8][C:9](=[O:19])[NH:10][C:11]1[C:12](=[O:18])[N:13]([O:17][CH2:26][C:27]2[CH:32]=[CH:31][CH:30]=[CH:29][CH:28]=2)[CH:14]=[CH:15][CH:16]=1)[C:2]1[CH:7]=[CH:6][CH:5]=[CH:4][CH:3]=1. (6) The product is: [Br:1][C:2]1[C:3]([C:12]2[O:13][CH:14]=[CH:15][CH:16]=2)=[N:4][C:5]([NH2:11])=[N:6][C:7]=1[O:17][CH2:18][C:19]1[CH:24]=[CH:23][CH:22]=[CH:21][N:20]=1. Given the reactants [Br:1][C:2]1[C:3]([C:12]2[O:13][CH:14]=[CH:15][CH:16]=2)=[N:4][C:5]([NH2:11])=[N:6][C:7]=1S(C)=O.[OH:17][CH2:18][C:19]1[CH:24]=[CH:23][CH:22]=[CH:21][N:20]=1.C1CCN2C(=NCCC2)CC1, predict the reaction product. (7) The product is: [CH2:24]([C:27]1[CH:32]=[C:31]([O:33][CH3:34])[C:30]([OH:35])=[C:29]([N:18]=[N:7][C:6]2[CH:8]=[C:2]([Cl:1])[CH:3]=[CH:4][C:5]=2[N+:9]([O-:11])=[O:10])[CH:28]=1)[CH:25]=[CH2:26]. Given the reactants [Cl:1][C:2]1[CH:3]=[CH:4][C:5]([N+:9]([O-:11])=[O:10])=[C:6]([CH:8]=1)[NH2:7].Cl.N([O-])=O.[Na+].S(=O)(=O)(O)[NH2:18].[OH-].[Na+].[CH2:24]([C:27]1[CH:32]=[C:31]([O:33][CH3:34])[C:30]([OH:35])=[C:29](CO)[CH:28]=1)[CH:25]=[CH2:26], predict the reaction product.